This data is from Forward reaction prediction with 1.9M reactions from USPTO patents (1976-2016). The task is: Predict the product of the given reaction. (1) The product is: [NH2:6][C:4]([NH:3][N:2]=[C:16]1[C:15]2[C:10](=[CH:11][CH:12]=[C:13]([S:18][CH2:19][CH2:20][CH2:21][C:22]3[CH:23]=[CH:24][C:25]([C:26]([OH:28])=[O:27])=[CH:29][CH:30]=3)[CH:14]=2)[N:9]([CH2:31][CH2:32][CH2:33][CH2:34][CH3:35])[C:8]1=[O:7])=[O:5]. Given the reactants Cl.[NH2:2][NH:3][C:4]([NH2:6])=[O:5].[O:7]=[C:8]1[C:16](=O)[C:15]2[C:10](=[CH:11][CH:12]=[C:13]([S:18][CH2:19][CH2:20][CH2:21][C:22]3[CH:30]=[CH:29][C:25]([C:26]([OH:28])=[O:27])=[CH:24][CH:23]=3)[CH:14]=2)[N:9]1[CH2:31][CH2:32][CH2:33][CH2:34][CH3:35], predict the reaction product. (2) Given the reactants [N+:1]([C:4]1[CH:5]=[C:6]([CH:8]=[CH:9][CH:10]=1)[NH2:7])([O-:3])=[O:2].C(N(CC)CC)C.ClC(O[C:22]([Cl:24])=O)=O.[C:25](=O)(O)[O-:26].[Na+], predict the reaction product. The product is: [Cl:24][CH2:22][C:25]([NH:7][C:6]1[CH:8]=[CH:9][CH:10]=[C:4]([N+:1]([O-:3])=[O:2])[CH:5]=1)=[O:26]. (3) Given the reactants [F:1][C:2]([F:12])([S:8]([O-:11])(=[O:10])=[O:9])[CH:3]([F:7])[CH2:4][CH2:5][OH:6].[C:13]1([S+:19]([C:26]2[CH:31]=[CH:30][CH:29]=[CH:28][CH:27]=2)[C:20]2[CH:25]=[CH:24][CH:23]=[CH:22][CH:21]=2)[CH:18]=[CH:17][CH:16]=[CH:15][CH:14]=1.CN(C)CCN(C)C.[CH:40]1([C:46](Cl)=[O:47])[CH2:45][CH2:44][CH2:43][CH2:42][CH2:41]1.C(=O)([O-])O.[Na+], predict the reaction product. The product is: [CH:40]1([C:46]([O:6][CH2:5][CH2:4][CH:3]([F:7])[C:2]([F:1])([F:12])[S:8]([O-:11])(=[O:10])=[O:9])=[O:47])[CH2:45][CH2:44][CH2:43][CH2:42][CH2:41]1.[C:26]1([S+:19]([C:13]2[CH:14]=[CH:15][CH:16]=[CH:17][CH:18]=2)[C:20]2[CH:25]=[CH:24][CH:23]=[CH:22][CH:21]=2)[CH:27]=[CH:28][CH:29]=[CH:30][CH:31]=1. (4) Given the reactants Br[C:2]1[CH:9]=[CH:8][C:5]([C:6]#[N:7])=[C:4]([O:10][CH:11]([F:13])[F:12])[CH:3]=1.[B:14]1([B:14]2[O:18][C:17]([CH3:20])([CH3:19])[C:16]([CH3:22])([CH3:21])[O:15]2)[O:18][C:17]([CH3:20])([CH3:19])[C:16]([CH3:22])([CH3:21])[O:15]1.C([O-])(=O)C.[K+].C(Cl)Cl, predict the reaction product. The product is: [F:12][CH:11]([F:13])[O:10][C:4]1[CH:3]=[C:2]([B:14]2[O:18][C:17]([CH3:20])([CH3:19])[C:16]([CH3:22])([CH3:21])[O:15]2)[CH:9]=[CH:8][C:5]=1[C:6]#[N:7]. (5) Given the reactants [C:1]([NH:4][C:5]1[S:6][CH:7]=[C:8]([C:10]#[N:11])[N:9]=1)(=[O:3])[CH3:2].C[O-].[Na+].[Cl-:15].[NH4+:16], predict the reaction product. The product is: [ClH:15].[C:1]([NH:4][C:5]1[S:6][CH:7]=[C:8]([C:10]([NH2:16])=[NH:11])[N:9]=1)(=[O:3])[CH3:2]. (6) Given the reactants Cl[C:2]1[C:11]([CH3:12])=[C:10]([Cl:13])[C:9]2[C:4](=[CH:5][C:6]([F:15])=[CH:7][C:8]=2[F:14])[N:3]=1.CC1(C)C2C(=C(P(C3C=CC=CC=3)C3C=CC=CC=3)C=CC=2)OC2C(P(C3C=CC=CC=3)C3C=CC=CC=3)=CC=CC1=2.[NH:58]1[CH2:61][CH2:60][C:59]1=[O:62].C(=O)([O-])[O-].[Cs+].[Cs+], predict the reaction product. The product is: [Cl:13][C:10]1[C:9]2[C:4](=[CH:5][C:6]([F:15])=[CH:7][C:8]=2[F:14])[N:3]=[C:2]([N:58]2[CH2:61][CH2:60][C:59]2=[O:62])[C:11]=1[CH3:12]. (7) The product is: [NH2:22][C:10]1[N:9]=[C:8]([NH:7][CH2:6][CH2:5][CH2:4][CH2:3][CH2:2][NH:1][C:25](=[O:24])[O:27][C:28]([CH3:31])([CH3:30])[CH3:29])[CH:13]=[C:12]([C:14]2[CH:19]=[CH:18][CH:17]=[C:16]([CH3:20])[C:15]=2[CH3:21])[N:11]=1. Given the reactants [NH2:1][CH2:2][CH2:3][CH2:4][CH2:5][CH2:6][NH:7][C:8]1[CH:13]=[C:12]([C:14]2[CH:19]=[CH:18][CH:17]=[C:16]([CH3:20])[C:15]=2[CH3:21])[N:11]=[C:10]([NH2:22])[N:9]=1.C(=O)(OC(C)(C)C)[O:24][C:25]([O:27][C:28]([CH3:31])([CH3:30])[CH3:29])=O.CCN(CC)CC, predict the reaction product.